Task: Predict the product of the given reaction.. Dataset: Forward reaction prediction with 1.9M reactions from USPTO patents (1976-2016) Given the reactants Cl.C(OCC)(=O)C.[Cl:8][C:9]1[CH:10]=[C:11]([O:29][CH3:30])[C:12]([S:24]([CH2:27][CH3:28])(=[O:26])=[O:25])=[C:13]([CH2:15][NH:16]C(=O)OC(C)(C)C)[CH:14]=1, predict the reaction product. The product is: [ClH:8].[Cl:8][C:9]1[CH:10]=[C:11]([O:29][CH3:30])[C:12]([S:24]([CH2:27][CH3:28])(=[O:25])=[O:26])=[C:13]([CH2:15][NH2:16])[CH:14]=1.